This data is from Catalyst prediction with 721,799 reactions and 888 catalyst types from USPTO. The task is: Predict which catalyst facilitates the given reaction. (1) Reactant: [CH3:1][C:2]1[CH:6]=[C:5]([CH3:7])[N:4]([C:8]2[N:13]=[C:12]([NH:14][C:15](=[O:17])[CH3:16])[CH:11]=[C:10]([C:18]3[CH:23]=[C:22]([OH:24])[CH:21]=[C:20]([F:25])[CH:19]=3)[N:9]=2)[N:3]=1.C1(P(C2C=CC=CC=2)C2C=CC=CC=2)C=CC=CC=1.O[CH2:46][CH2:47][N:48]1[CH2:53][CH2:52][O:51][CH2:50][CH2:49]1.N(C(OCC)=O)=NC(OCC)=O.C([O-])(O)=O.[Na+]. Product: [CH3:1][C:2]1[CH:6]=[C:5]([CH3:7])[N:4]([C:8]2[N:13]=[C:12]([NH:14][C:15](=[O:17])[CH3:16])[CH:11]=[C:10]([C:18]3[CH:23]=[C:22]([O:24][CH2:46][CH2:47][N:48]4[CH2:53][CH2:52][O:51][CH2:50][CH2:49]4)[CH:21]=[C:20]([F:25])[CH:19]=3)[N:9]=2)[N:3]=1. The catalyst class is: 30. (2) Reactant: Cl.C(N=C=NCCCN(C)C)C.[NH2:13][CH2:14]/[CH:15]=[CH:16]/[C:17]1[CH2:18][C@H:19]2[C:25](=[O:26])[N:24]([CH2:27][O:28][CH2:29][CH2:30][Si:31]([CH3:34])([CH3:33])[CH3:32])[C:23]3[CH:35]=[C:36]([O:41][CH2:42][CH2:43][CH2:44][O:45][C:46]4[C:47]([O:71][CH3:72])=[CH:48][C:49]5[C:55](=[O:56])[N:54]6[CH:57]=[C:58]([CH3:60])[CH2:59][C@H:53]6[C:52](=[O:61])[N:51]([CH2:62][O:63][CH2:64][CH2:65][Si:66]([CH3:69])([CH3:68])[CH3:67])[C:50]=5[CH:70]=4)[C:37]([O:39][CH3:40])=[CH:38][C:22]=3[C:21](=[O:73])[N:20]2[CH:74]=1.[CH:75]1[C:87]2[CH:86]([CH2:88][O:89][C:90]([NH:92][C@@H:93]([CH:102]([CH3:104])[CH3:103])[C:94]([NH:96][C@@H:97]([CH3:101])[C:98](O)=[O:99])=[O:95])=[O:91])[C:85]3[C:80](=[CH:81][CH:82]=[CH:83][CH:84]=3)[C:79]=2[CH:78]=[CH:77][CH:76]=1. Product: [CH3:40][O:39][C:37]1[C:36]([O:41][CH2:42][CH2:43][CH2:44][O:45][C:46]2[C:47]([O:71][CH3:72])=[CH:48][C:49]3[C:55](=[O:56])[N:54]4[CH:57]=[C:58]([CH3:60])[CH2:59][C@H:53]4[C:52](=[O:61])[N:51]([CH2:62][O:63][CH2:64][CH2:65][Si:66]([CH3:68])([CH3:67])[CH3:69])[C:50]=3[CH:70]=2)=[CH:35][C:23]2[N:24]([CH2:27][O:28][CH2:29][CH2:30][Si:31]([CH3:32])([CH3:34])[CH3:33])[C:25](=[O:26])[C@@H:19]3[CH2:18][C:17](/[CH:16]=[CH:15]/[CH2:14][NH:13][C:98](=[O:99])[C@@H:97]([NH:96][C:94](=[O:95])[C@H:93]([NH:92][C:90](=[O:91])[O:89][CH2:88][CH:86]4[C:87]5[CH:75]=[CH:76][CH:77]=[CH:78][C:79]=5[C:80]5[C:85]4=[CH:84][CH:83]=[CH:82][CH:81]=5)[CH:102]([CH3:104])[CH3:103])[CH3:101])=[CH:74][N:20]3[C:21](=[O:73])[C:22]=2[CH:38]=1. The catalyst class is: 4. (3) Reactant: P(Cl)(Cl)([Cl:3])=O.[CH2:6]([N:8]([CH2:27][CH3:28])[C:9](=[O:26])[C:10]1[CH:15]=[CH:14][C:13]([O:16][CH3:17])=[CH:12][C:11]=1[C:18]1[C:23]([CH3:24])=[CH:22][CH:21]=[CH:20][N+:19]=1[O-])[CH3:7].C([O-])(=O)C.[NH4+]. Product: [Cl:3][C:20]1[N:19]=[C:18]([C:11]2[CH:12]=[C:13]([O:16][CH3:17])[CH:14]=[CH:15][C:10]=2[C:9]([N:8]([CH2:27][CH3:28])[CH2:6][CH3:7])=[O:26])[C:23]([CH3:24])=[CH:22][CH:21]=1. The catalyst class is: 3.